Dataset: Catalyst prediction with 721,799 reactions and 888 catalyst types from USPTO. Task: Predict which catalyst facilitates the given reaction. (1) Reactant: [C:1]([Si:5]([CH3:38])([CH3:37])[O:6][C:7]1[CH:8]=[C:9]([C:13]2[N:14]=[C:15]([N:31]3[CH2:36][CH2:35][O:34][CH2:33][CH2:32]3)[C:16]3[S:21][C:20]([CH2:22][N:23]4[CH2:28][C@H:27]([CH3:29])[NH:26][C@H:25]([CH3:30])[CH2:24]4)=[CH:19][C:17]=3[N:18]=2)[CH:10]=[CH:11][CH:12]=1)([CH3:4])([CH3:3])[CH3:2].C(N(CC)CC)C.[C:46](Cl)(=[O:48])[CH3:47]. Product: [C:1]([Si:5]([CH3:38])([CH3:37])[O:6][C:7]1[CH:8]=[C:9]([C:13]2[N:14]=[C:15]([N:31]3[CH2:32][CH2:33][O:34][CH2:35][CH2:36]3)[C:16]3[S:21][C:20]([CH2:22][N:23]4[CH2:24][C@H:25]([CH3:30])[N:26]([C:46](=[O:48])[CH3:47])[C@H:27]([CH3:29])[CH2:28]4)=[CH:19][C:17]=3[N:18]=2)[CH:10]=[CH:11][CH:12]=1)([CH3:4])([CH3:2])[CH3:3]. The catalyst class is: 4. (2) The catalyst class is: 2. Product: [F:8][C:9]1[CH:10]=[C:11]([CH2:18][C:19]([O:21][CH2:22][CH3:23])=[O:20])[CH:12]=[CH:13][C:14]=1[N+:15]([O-:17])=[O:16]. Reactant: FC(F)(F)C(O)=O.[F:8][C:9]1[CH:10]=[C:11]([CH:18](C(OC(C)(C)C)=O)[C:19]([O:21][C:22](C)(C)[CH3:23])=[O:20])[CH:12]=[CH:13][C:14]=1[N+:15]([O-:17])=[O:16].S(=O)(=O)(O)O.C(O)C.